From a dataset of Experimentally validated miRNA-target interactions with 360,000+ pairs, plus equal number of negative samples. Binary Classification. Given a miRNA mature sequence and a target amino acid sequence, predict their likelihood of interaction. (1) The miRNA is mmu-miR-675-3p with sequence CUGUAUGCCCUAACCGCUCAGU. The protein sequence of the target gene is MAAGGAAGLREEQRYGLACGRLGQDNITVLHVKLTETAIRALETYQSHKNLIPFRPSIQFQGLQGLMKIPKNDPFNEVQNFNFYLSNVGRDNPQGSFDCIQQTLSSSGASQLNCLGFIQDKITVCATNDSYQMTRERMTQAEEESRNRSTKVIKPGGPYVGKRVQIRKAPQAISDTVPERKRSTPMNPANTIRKMHSGNSVSQRPYRDRVIHLLALKAYKKPELLARLQKDGVNQKDKNSLGAILQQVANLNPKDLSYTLKDYVFKELQRDWPGYSETDRQTLDLVLSRKLNPSQNASTS.... Result: 1 (interaction). (2) The miRNA is mmu-miR-19a-3p with sequence UGUGCAAAUCUAUGCAAAACUGA. The protein sequence of the target gene is MMLKGITRLISRIHKLDPGRFLHMGTQARQSIAAHLDNQVPVESPRAISRTNENDPAKHGDQHEGQHYNISPQDLETVFPHGLPPRFVMQVKTFSEACLMVRKPALELLHYLKNTSFAYPAIRYLLYGEKGTGKTLSLCHVIHFCAKQDWLILHIPDAHLWVKNCRDLLQSSYNKQRFDQPLEASTWLKNFKTTNERFLNQIKVQEKYVWNKRESTEKGSPLGEVVEQGITRVRNATDAVGIVLKELKRQSSLGMFHLLVAVDGINALWGRTTLKREDKSPIAPEELALVHNLRKMMKND.... Result: 0 (no interaction). (3) Result: 1 (interaction). The protein sequence of the target gene is MAIPKHSLSPVPWEEDSFLQVKVEEEEEASLSQGGESSHDHIAHSEAARLRFRHFRYEEASGPHEALAHLRALCCQWLQPEAHSKEQILELLVLEQFLGALPPEIQAWVGAQSPKSGEEAAVLVEDLTQVLDKRGWDPGAEPTEASCKQSDLGESEPSNVTETLMGGVSLGPAFVKACEPEGSSERSGLSGEIWTKSVTQQIHFKKTSGPYKDVPTDQRGRESGASRNSSSAWPNLTSQEKPPSEDKFDLVDAYGTEPPYTYSGKRSSKCRECRKMFQSASALEAHQKTHSRKTPYACSE.... The miRNA is hsa-miR-664a-5p with sequence ACUGGCUAGGGAAAAUGAUUGGAU. (4) Result: 0 (no interaction). The miRNA is hsa-miR-2110 with sequence UUGGGGAAACGGCCGCUGAGUG. The protein sequence of the target gene is MEIRLEILTSTGIKQKKPWPRVSWLGKEKEAVFLLDDKFINEINLLSGKIKKKIPSLQPFLKDVIVLTTSSNDAWLAGVLTTGELFLWNKDQDCLKTIPITEKPKEMIKATVASSLRLYLYVSGNGKRIVLITPSGCIFLWEYLELKNILSSKSLSLAGRWSQVIPEEAVLLPSTEDKEAVVNAVFIKNELFGDCCLCSFTFYSGECLKLTFLAIRWHENVFTSVRSLPYHVHWAQQDCHLCSLIPKCESVKSRGALISAFSRDGLTLAVTLNQKDPKATQVLFINTLNFVTLCGSLKGC.... (5) The miRNA is hsa-miR-6816-5p with sequence UGGGGCGGGGCAGGUCCCUGC. The protein sequence of the target gene is MGTRDDEYDYLFKVVLIGDSGVGKSNLLSRFTRNEFNLESKSTIGVEFATRSIQVDGKTIKAQIWDTAGQERYRAITSAYYRGAVGALLVYDIAKHLTYENVERWLKELRDHADSNIVIMLVGNKSDLRHLRAVPTDEARAFAEKNNLSFIETSALDSTNVEEAFKNILTEIYRIVSQKQIADRAAHDESPGNNVVDISVPPTTDGQKPNKLQCCQNL. Result: 1 (interaction). (6) The miRNA is hsa-miR-1269a with sequence CUGGACUGAGCCGUGCUACUGG. The protein sequence of the target gene is MAGPGSPRRASRGASALLAAALLYAALGDVVRSEQQIPLSVVKLWASAFGGEIKSIAAKYSGSQLLQKKYKEYEKDVAIEEIDGLQLVKKLAKNMEEMFHKKSEAVRRLVEAAEEAHLKHEFDADLQYEYFNAVLINERDKDGNFLELGKEFILAPNDHFNNLPVNISLSDVQVPTNMYNKDPAIVNGVYWSESLNKVFVDNFDRDPSLIWQYFGSAKGFFRQYPGIKWEPDENGVIAFDCRNRKWYIQAATSPKDVVILVDVSGSMKGLRLTIAKQTVSSILDTLGDDDFFNIIAYNEE.... Result: 1 (interaction). (7) The miRNA is hsa-miR-4719 with sequence UCACAAAUCUAUAAUAUGCAGG. The protein sequence of the target gene is MSTRSVSSSSYRRMFGGSGTSSRPSSNRSYVTTSTRTYSLGSALRPSTSRSLYSSSPGGAYVTRSSAVRLRSSMPGVRLLQDSVDFSLADAINTEFKNTRTNEKVELQELNDRFANYIDKVRFLEQQNKILLAELEQLKGQGKSRLGDLYEEEMRELRRQVDQLTNDKARVEVERDNLAEDIMRLREKLQEEMLQREEAESTLQSFRQDVDNASLARLDLERKVESLQEEIAFLKKLHDEEIQELQAQIQEQHVQIDVDVSKPDLTAALRDVRQQYESVAAKNLQEAEEWYKSKFADLSE.... Result: 0 (no interaction). (8) Result: 0 (no interaction). The miRNA is hsa-miR-99b-5p with sequence CACCCGUAGAACCGACCUUGCG. The protein sequence of the target gene is MGEKVSEAPEPVPRGCSGHGARTLVSSAAAVSSEGASSAESSSGSETLSEEGEPSRFSCRSQPPRPPGGALGTRLPAAWAPARVALERGVPTLPLPHPGGAVLPVPQVSSASQEEQDEELDHILSPPPMPFRKCSNPDVACGLGKSLKYKRQLSEDGKQLRRGSLGGALTGRYLLPNPVAGQAWPASAETSNLVRMRSQALGQSAPSLTASLKELSLPRRGSLCRTSNRKSLIGNGQSPALPRPHSPLSAHAGNSPQDSPRNFSPSASAHFSFARRTDGRRWSLASLPSSGYGTNTPSST.... (9) The miRNA is hsa-miR-4703-5p with sequence UAGCAAUACAGUACAAAUAUAGU. The protein sequence of the target gene is MLVSGRRRLLTALLQAQKWPFQPSRDMRLVQFRAPHLVGPHLGLETGNGGGVINLNAFDPTLPKTMTQFLEQGEATLSVARRALAAQLPVLPWSEVTFLAPVTWPDKVVCVGMNYVDHCKEQNVPVPKEPIIFSKFASSIVGPYDEVVLPPQSQEVDWEVELAVVIGKKGKHIKATDAMAHVAGFTVAHDVSARDWLTRRNGKQWLLGKTFDTFCPLGPALVTKDSVADPHNLKICCRVNGEVVQSSNTNQMVFKTEDLIAWVSQFVTFYPGDVILTGTPPGVGVFRKPPVFLKKGDEVQ.... Result: 0 (no interaction).